This data is from Full USPTO retrosynthesis dataset with 1.9M reactions from patents (1976-2016). The task is: Predict the reactants needed to synthesize the given product. (1) Given the product [Br:1][C:2]1[N:7]=[C:6]([CH:8]([OH:9])[CH3:11])[C:5]([Cl:10])=[CH:4][CH:3]=1, predict the reactants needed to synthesize it. The reactants are: [Br:1][C:2]1[N:7]=[C:6]([CH:8]=[O:9])[C:5]([Cl:10])=[CH:4][CH:3]=1.[CH3:11][Mg]Br.[Cl-].[NH4+]. (2) Given the product [Cl:29][C:28]1[C:27]2[C:22](=[CH:23][CH:24]=[C:25]([CH:30]3[CH2:32][CH:31]3[C:33]3[CH:34]=[CH:35][CH:36]=[CH:37][CH:38]=3)[CH:26]=2)[N:21]([C:39]2[CH:40]=[CH:41][C:42]([O:45][CH:46]([CH3:48])[CH3:47])=[CH:43][CH:44]=2)[C:20]=1[C:18]([OH:19])=[O:17], predict the reactants needed to synthesize it. The reactants are: C1(C2CC2[B-](F)(F)F)C=CC=CC=1.[K+].C([O:17][C:18]([C:20]1[N:21]([C:39]2[CH:44]=[CH:43][C:42]([O:45][CH:46]([CH3:48])[CH3:47])=[CH:41][CH:40]=2)[C:22]2[C:27]([C:28]=1[Cl:29])=[CH:26][C:25]([CH:30]1[CH2:32][CH:31]1[C:33]1[CH:38]=[CH:37][CH:36]=[CH:35][CH:34]=1)=[CH:24][CH:23]=2)=[O:19])C. (3) Given the product [OH:27][C:21]1([CH2:20][NH:19][C:15]([C:4]2[C:3]3[C:7](=[CH:8][CH:9]=[CH:10][C:2]=3[Cl:1])[N:6]([CH2:11][CH2:12][O:13][CH3:14])[CH:5]=2)=[O:17])[CH2:26][CH2:25][CH2:24][CH2:23][CH2:22]1, predict the reactants needed to synthesize it. The reactants are: [Cl:1][C:2]1[CH:10]=[CH:9][CH:8]=[C:7]2[C:3]=1[C:4]([C:15]([OH:17])=O)=[CH:5][N:6]2[CH2:11][CH2:12][O:13][CH3:14].Cl.[NH2:19][CH2:20][C:21]1([OH:27])[CH2:26][CH2:25][CH2:24][CH2:23][CH2:22]1.C(Cl)CCl.N1(O)C2C=CC=CC=2N=N1.CCN(C(C)C)C(C)C.